This data is from Catalyst prediction with 721,799 reactions and 888 catalyst types from USPTO. The task is: Predict which catalyst facilitates the given reaction. (1) Reactant: [CH2:1]([C:3]1[N:7]([C:8]2[N:16]=[C:15]3[C:11]([N:12]=[C:13]([C:18]([CH:21]4[CH2:26][CH2:25][NH:24][CH2:23][CH2:22]4)([OH:20])[CH3:19])[N:14]3[CH3:17])=[C:10]([N:27]3[CH2:32][CH2:31][O:30][CH2:29][CH2:28]3)[N:9]=2)[C:6]2[CH:33]=[CH:34][CH:35]=[CH:36][C:5]=2[N:4]=1)[CH3:2].CCN(CC)CC.[CH:44]1([C:47](Cl)=[O:48])[CH2:46][CH2:45]1. Product: [CH:44]1([C:47]([N:24]2[CH2:25][CH2:26][CH:21]([C:18]([C:13]3[N:14]([CH3:17])[C:15]4[C:11]([N:12]=3)=[C:10]([N:27]3[CH2:32][CH2:31][O:30][CH2:29][CH2:28]3)[N:9]=[C:8]([N:7]3[C:6]5[CH:33]=[CH:34][CH:35]=[CH:36][C:5]=5[N:4]=[C:3]3[CH2:1][CH3:2])[N:16]=4)([OH:20])[CH3:19])[CH2:22][CH2:23]2)=[O:48])[CH2:46][CH2:45]1. The catalyst class is: 2. (2) Reactant: [CH3:1][S:2](Cl)(=[O:4])=[O:3].[CH2:6]1[O:15][C:9]2([CH2:14][CH2:13][NH:12][CH2:11][CH2:10]2)[O:8][CH2:7]1.C(N(CC)CC)C. Product: [CH2:6]1[O:15][C:9]2([CH2:14][CH2:13][N:12]([S:2]([CH3:1])(=[O:4])=[O:3])[CH2:11][CH2:10]2)[O:8][CH2:7]1. The catalyst class is: 28. (3) The catalyst class is: 156. Product: [Br:15][C:16]1[C:17]([CH3:23])=[C:18]([N:9]2[N:8]=[CH:7][C:6]3[C:11](=[CH:12][CH:13]=[C:4]([CH:1]4[CH2:3][CH2:2]4)[CH:5]=3)[C:10]2=[O:14])[CH:19]=[CH:20][CH:21]=1. Reactant: [CH:1]1([C:4]2[CH:5]=[C:6]3[C:11](=[CH:12][CH:13]=2)[C:10](=[O:14])[NH:9][N:8]=[CH:7]3)[CH2:3][CH2:2]1.[Br:15][C:16]1[CH:21]=[CH:20][CH:19]=[C:18](Br)[C:17]=1[CH3:23].C(=O)([O-])[O-].[Cs+].[Cs+].O. (4) Reactant: [CH2:1]([NH:8][CH2:9][C:10]1[CH:15]=[CH:14][CH:13]=[CH:12][CH:11]=1)[C:2]1[CH:7]=[CH:6][CH:5]=[CH:4][CH:3]=1.[CH2:16]([CH:18]1[O:20][CH2:19]1)Cl.[OH-].[Na+]. Product: [O:20]1[CH:18]([CH2:16][N:8]([CH2:1][C:2]2[CH:7]=[CH:6][CH:5]=[CH:4][CH:3]=2)[CH2:9][C:10]2[CH:15]=[CH:14][CH:13]=[CH:12][CH:11]=2)[CH2:19]1. The catalyst class is: 6. (5) Reactant: [CH2:1]([O:3][C:4]1[CH:5]=[C:6]([C:20]2[CH:25]=[CH:24][C:23]([CH2:26][C:27]([NH:29][C:30]3[CH:31]=[N:32][C:33]([C:40]([OH:43])([CH3:42])[CH3:41])=[C:34]([C:36]([F:39])([F:38])[F:37])[CH:35]=3)=[O:28])=[C:22]([F:44])[CH:21]=2)[CH:7]=[N:8][C:9]=1[O:10]CC1C=CC(OC)=CC=1)[CH3:2]. Product: [CH2:1]([O:3][C:4]1[C:9](=[O:10])[NH:8][CH:7]=[C:6]([C:20]2[CH:25]=[CH:24][C:23]([CH2:26][C:27]([NH:29][C:30]3[CH:31]=[N:32][C:33]([C:40]([OH:43])([CH3:41])[CH3:42])=[C:34]([C:36]([F:39])([F:37])[F:38])[CH:35]=3)=[O:28])=[C:22]([F:44])[CH:21]=2)[CH:5]=1)[CH3:2]. The catalyst class is: 19. (6) Reactant: [F:1][C:2]1[C:3]([F:27])=[CH:4][C:5]2[N:14]=[C:13]([N:15]3[CH2:20][CH2:19][N:18]([CH3:21])[C@@H:17]([CH2:22][CH2:23][OH:24])[CH2:16]3)[C:12]3[CH:11]=[C:10]([CH3:25])[S:9][C:8]=3[NH:7][C:6]=2[CH:26]=1.[ClH:28]. Product: [ClH:28].[ClH:28].[F:1][C:2]1[C:3]([F:27])=[CH:4][C:5]2[N:14]=[C:13]([N:15]3[CH2:20][CH2:19][N:18]([CH3:21])[C@@H:17]([CH2:22][CH2:23][OH:24])[CH2:16]3)[C:12]3[CH:11]=[C:10]([CH3:25])[S:9][C:8]=3[NH:7][C:6]=2[CH:26]=1. The catalyst class is: 336.